Task: Predict the product of the given reaction.. Dataset: Forward reaction prediction with 1.9M reactions from USPTO patents (1976-2016) Given the reactants Cl.[Cl:2][C:3]1[CH:4]=[N+:5]([O-:35])[CH:6]=[C:7]([Cl:34])[C:8]=1[CH2:9][C@@H:10]([C:19]1[CH:24]=[CH:23][C:22]([O:25][CH:26]([F:28])[F:27])=[C:21]([O:29][CH2:30][CH:31]2[CH2:33][CH2:32]2)[CH:20]=1)[O:11][C:12]([C@H:14]1[NH:18][CH2:17][CH2:16]S1)=[O:13].N1C=CC=C[CH:37]=1.[C:42]1([CH2:48][C:49](Cl)=[O:50])[CH:47]=[CH:46][CH:45]=[CH:44][CH:43]=1.CCOC(C)=O, predict the reaction product. The product is: [Cl:2][C:3]1[CH:4]=[N+:5]([O-:35])[CH:6]=[C:7]([Cl:34])[C:8]=1[CH2:9][C@@H:10]([C:19]1[CH:24]=[CH:23][C:22]([O:25][CH:26]([F:28])[F:27])=[C:21]([O:29][CH2:30][CH:31]2[CH2:33][CH2:32]2)[CH:20]=1)[O:11][C:12]([C@@H:14]1[CH2:37][CH2:16][CH2:17][N:18]1[C:49](=[O:50])[CH2:48][C:42]1[CH:47]=[CH:46][CH:45]=[CH:44][CH:43]=1)=[O:13].